From a dataset of Catalyst prediction with 721,799 reactions and 888 catalyst types from USPTO. Predict which catalyst facilitates the given reaction. (1) Reactant: [Br:1]Br.[Br:3][C:4]1[CH:5]=[C:6]([C:11](=[O:13])[CH3:12])[CH:7]=[CH:8][C:9]=1[CH3:10]. Product: [Br:1][CH2:12][C:11]([C:6]1[CH:7]=[CH:8][C:9]([CH3:10])=[C:4]([Br:3])[CH:5]=1)=[O:13]. The catalyst class is: 22. (2) Reactant: [CH:1]([NH:4][CH:5]([CH3:7])[CH3:6])([CH3:3])C.[CH3:14][CH2:15][CH2:16][CH2:17]CC.[CH2:14]([Li])[CH2:15][CH2:16][CH3:17].N1C=[CH:23][C:22]([CH3:25])=[CH:21][C:20]=1[CH3:26].[OH2:27]. Product: [CH3:17][C:16]1[CH:23]=[C:22]([C:21](=[O:27])[CH2:20][C:26]2[CH:3]=[CH:1][N:4]=[C:5]([CH3:6])[CH:7]=2)[CH:25]=[CH:14][CH:15]=1. The catalyst class is: 7. (3) Reactant: [NH2:1][CH:2]([C:9]1[CH:14]=[CH:13][CH:12]=[CH:11][CH:10]=1)[CH2:3][C:4]([O:6]CC)=[O:5].O.[OH-].[Na+]. Product: [NH2:1][C@H:2]([C:9]1[CH:14]=[CH:13][CH:12]=[CH:11][CH:10]=1)[CH2:3][C:4]([OH:6])=[O:5]. The catalyst class is: 282. (4) Reactant: [C:1](Cl)(=[O:8])[C:2]1[CH:7]=[CH:6][CH:5]=[CH:4][CH:3]=1.[CH3:10][C:11]1[N:16]2[N:17]=[N:18][N:19]=[C:15]2[C:14]2[N:20]=[C:21]([CH2:28][CH2:29][CH3:30])[N:22]([CH2:23][C:24]([CH3:27])([NH2:26])[CH3:25])[C:13]=2[C:12]=1[CH3:31].C(N(CC)CC)C.ClCCl. Product: [CH3:10][C:11]1[N:16]2[N:17]=[N:18][N:19]=[C:15]2[C:14]2[N:20]=[C:21]([CH2:28][CH2:29][CH3:30])[N:22]([CH2:23][C:24]([NH:26][C:1](=[O:8])[C:2]3[CH:7]=[CH:6][CH:5]=[CH:4][CH:3]=3)([CH3:27])[CH3:25])[C:13]=2[C:12]=1[CH3:31]. The catalyst class is: 6. (5) Reactant: [C:1]([C:3]1[CH:8]=[CH:7][N:6]=[CH:5][CH:4]=1)#[N:2].C([O:11][C:12](=O)[O:13]CC)C.C([Li])(C)(C)C. Product: [C:1]([C:3]1[CH:8]=[CH:7][N:6]=[C:5]([C:12]([OH:13])=[O:11])[CH:4]=1)#[N:2]. The catalyst class is: 7. (6) Product: [CH3:1][C:2]1[NH:3][CH:4]=[C:5]([CH3:12])[C:6]=1[CH2:7][CH2:8][C:9]([N:25]1[CH2:30][CH2:29][O:28][CH2:27][CH2:26]1)=[O:11]. The catalyst class is: 4. Reactant: [CH3:1][C:2]1[NH:3][CH:4]=[C:5]([CH3:12])[C:6]=1[CH2:7][CH2:8][C:9]([OH:11])=O.C(N1C=CN=C1)(N1C=CN=C1)=O.[NH:25]1[CH2:30][CH2:29][O:28][CH2:27][CH2:26]1.C(N(CC)C(C)C)(C)C.